Dataset: Reaction yield outcomes from USPTO patents with 853,638 reactions. Task: Predict the reaction yield, written as a fraction of the theoretical maximum amount of product (1.0 means a 100% yield; for example, 0.34 means a 34% yield). (1) The reactants are C([O:4][CH2:5][C:6]1[C:11]([N:12]2[CH2:24][CH2:23][N:15]3[C:16]4[CH2:17][CH2:18][CH2:19][CH2:20][C:21]=4[CH:22]=[C:14]3[C:13]2=[O:25])=[CH:10][C:9]([F:26])=[CH:8][C:7]=1[C:27]1[CH:32]=[C:31]([NH:33][C:34]2[CH:39]=[CH:38][C:37]([N:40]3[CH2:45][CH2:44][N:43]([CH3:46])[C@@H:42]([CH3:47])[CH2:41]3)=[CH:36][N:35]=2)[C:30](=[O:48])[N:29]([CH3:49])[CH:28]=1)(=O)C.[OH-].[Li+]. No catalyst specified. The product is [CH3:47][C@@H:42]1[N:43]([CH3:46])[CH2:44][CH2:45][N:40]([C:37]2[CH:38]=[CH:39][C:34]([NH:33][C:31]3[C:30](=[O:48])[N:29]([CH3:49])[CH:28]=[C:27]([C:7]4[C:6]([CH2:5][OH:4])=[C:11]([N:12]5[CH2:24][CH2:23][N:15]6[C:16]7[CH2:17][CH2:18][CH2:19][CH2:20][C:21]=7[CH:22]=[C:14]6[C:13]5=[O:25])[CH:10]=[C:9]([F:26])[CH:8]=4)[CH:32]=3)=[N:35][CH:36]=2)[CH2:41]1. The yield is 0.360. (2) The reactants are CCN(C(C)C)C(C)C.[C:10]1([C:16]2[NH:20][N:19]=[C:18]([C:21]([NH:23][CH2:24][C:25]([OH:27])=O)=[O:22])[CH:17]=2)[CH:15]=[CH:14][CH:13]=[CH:12][CH:11]=1.C1C=CC2N(O)N=NC=2C=1.CCN=C=NCCCN(C)C.Cl.Cl.[CH3:51][C:52]1[C:57]([O:58][CH:59]2[CH2:64][CH2:63][NH:62][CH2:61][CH2:60]2)=[CH:56][CH:55]=[CH:54][N:53]=1.Cl.ClC1C=CC=CC=1OC1CCNCC1. The catalyst is CN(C=O)C.O. The product is [CH3:51][C:52]1[C:57]([O:58][CH:59]2[CH2:64][CH2:63][N:62]([C:25](=[O:27])[CH2:24][NH:23][C:21]([C:18]3[CH:17]=[C:16]([C:10]4[CH:11]=[CH:12][CH:13]=[CH:14][CH:15]=4)[NH:20][N:19]=3)=[O:22])[CH2:61][CH2:60]2)=[CH:56][CH:55]=[CH:54][N:53]=1. The yield is 0.475. (3) The reactants are Cl[C:2]1[N:6]2[CH:7]=[C:8]([F:11])[CH:9]=[CH:10][C:5]2=[N:4][N:3]=1.[CH3:12][OH:13]. The catalyst is CC(N(C)C)=O.C(Cl)Cl. The product is [F:11][C:8]1[CH:9]=[CH:10][C:5]2[N:6]([C:2]([N:6]3[CH2:7][CH2:8][CH2:9][C@@H:10]([CH2:12][OH:13])[CH2:5]3)=[N:3][N:4]=2)[CH:7]=1. The yield is 0.290. (4) The yield is 0.600. The reactants are [S:1]1[C:5]2[CH:6]=[CH:7][CH:8]=[CH:9][C:4]=2[CH:3]=[C:2]1[C:10]([NH:12][C@H:13]([C:18]([OH:20])=O)[CH2:14][CH:15]([CH3:17])[CH3:16])=[O:11].[NH2:21][CH2:22][C@H:23]1[O:27][C:26]([CH3:29])([CH3:28])[O:25][C@@H:24]1[CH2:30][NH:31][S:32]([C:35]1[CH:40]=[CH:39][C:38]([Cl:41])=[CH:37][C:36]=1[Cl:42])(=[O:34])=[O:33].CN1CCOCC1.CCN=C=NCCCN(C)C.Cl. The product is [Cl:42][C:36]1[CH:37]=[C:38]([Cl:41])[CH:39]=[CH:40][C:35]=1[S:32]([NH:31][CH2:30][C@H:24]1[O:25][C:26]([CH3:28])([CH3:29])[O:27][C@@H:23]1[CH2:22][NH:21][C:18]([C@@H:13]([NH:12][C:10]([C:2]1[S:1][C:5]2[CH:6]=[CH:7][CH:8]=[CH:9][C:4]=2[CH:3]=1)=[O:11])[CH2:14][CH:15]([CH3:16])[CH3:17])=[O:20])(=[O:34])=[O:33]. The catalyst is C(Cl)Cl.C1C=C2C(N(O)N=NC2=CC=1)=O. (5) The reactants are [CH2:1]([C:3]1[CH:4]=[C:5]2[C:9](=[CH:10][C:11]=1[N+:12]([O-])=O)[NH:8][CH:7]=[CH:6]2)[CH3:2]. The catalyst is [Ni]. The product is [CH2:1]([C:3]1[CH:4]=[C:5]2[C:9](=[CH:10][C:11]=1[NH2:12])[NH:8][CH:7]=[CH:6]2)[CH3:2]. The yield is 0.480.